From a dataset of Forward reaction prediction with 1.9M reactions from USPTO patents (1976-2016). Predict the product of the given reaction. (1) Given the reactants [Br:1]Br.[CH3:3][N:4]1[CH:13]=[CH:12][C:11]2[C:6](=[CH:7][CH:8]=[C:9]([C:14]3[CH:15]=[N:16][C:17]([CH3:20])=[CH:18][CH:19]=3)[CH:10]=2)[C:5]1=[O:21].O.[OH-].[Na+], predict the reaction product. The product is: [Br:1][C:12]1[C:11]2[C:6](=[CH:7][CH:8]=[C:9]([C:14]3[CH:15]=[N:16][C:17]([CH3:20])=[CH:18][CH:19]=3)[CH:10]=2)[C:5](=[O:21])[N:4]([CH3:3])[CH:13]=1. (2) Given the reactants [F:1][C:2]1[CH:33]=[CH:32][C:5]([O:6][CH2:7][C@@H:8]([OH:31])/[CH:9]=[CH:10]/[C:11]#[C:12]/[CH:13]=[CH:14]/[CH:15]=[CH:16]/[C@@H:17]([OH:30])[C@@H:18]([OH:29])[CH2:19][O:20][CH2:21][C:22]([O:24]C(C)(C)C)=[O:23])=[CH:4][CH:3]=1.[OH-].[Na+].O.Cl, predict the reaction product. The product is: [F:1][C:2]1[CH:33]=[CH:32][C:5]([O:6][CH2:7][C@@H:8]([OH:31])/[CH:9]=[CH:10]/[C:11]#[C:12]/[CH:13]=[CH:14]/[CH:15]=[CH:16]/[C@@H:17]([OH:30])[C@@H:18]([OH:29])[CH2:19][O:20][CH2:21][C:22]([OH:24])=[O:23])=[CH:4][CH:3]=1. (3) The product is: [CH:5]1[CH:4]=[CH:3][C:2]([CH2:1][NH:8][C:9]([CH2:10][C:11]2[CH:16]=[CH:15][C:14]([C:27]3[CH:28]=[CH:29][C:30]([O:31][CH2:32][CH2:33][N:34]4[CH2:35][CH2:36][O:37][CH2:38][CH2:39]4)=[CH:40][CH:41]=3)=[CH:13][N:12]=2)=[O:18])=[CH:7][CH:6]=1. Given the reactants [CH2:1]([NH:8][C:9](=[O:18])[CH2:10][C:11]1[CH:16]=[CH:15][C:14](Br)=[CH:13][N:12]=1)[C:2]1[CH:7]=[CH:6][CH:5]=[CH:4][CH:3]=1.CC1(C)C(C)(C)OB([C:27]2[CH:41]=[CH:40][C:30]([O:31][CH2:32][CH2:33][N:34]3[CH2:39][CH2:38][O:37][CH2:36][CH2:35]3)=[CH:29][CH:28]=2)O1.C(=O)([O-])[O-].[K+].[K+], predict the reaction product. (4) Given the reactants Br[CH:2]1[CH2:6][CH2:5][O:4][C:3]1([CH3:8])[OH:7].C(O)(=[O:11])C.[CH:13]([NH2:15])=[NH:14].C(NCC)C.CN(C)[CH:23]=[O:24], predict the reaction product. The product is: [C:23]([OH:24])(=[O:11])[C:3]([OH:7])=[O:4].[CH3:8][C:3]1[NH:15][CH:13]=[N:14][C:2]=1[CH2:6][CH2:5][OH:4]. (5) Given the reactants [ClH:1].[N+:2]([C:5]1[CH:10]=[CH:9][C:8]([C:11]2[CH:16]=[CH:15][C:14]([NH:17][C:18]([C@@H:20]3[CH:25]4[CH2:26][CH2:27][N:22]([CH2:23][CH2:24]4)[CH2:21]3)=[O:19])=[CH:13][CH:12]=2)=[CH:7][CH:6]=1)([O-])=O, predict the reaction product. The product is: [ClH:1].[ClH:1].[NH2:2][C:5]1[CH:10]=[CH:9][C:8]([C:11]2[CH:12]=[CH:13][C:14]([NH:17][C:18]([C@@H:20]3[CH:25]4[CH2:24][CH2:23][N:22]([CH2:27][CH2:26]4)[CH2:21]3)=[O:19])=[CH:15][CH:16]=2)=[CH:7][CH:6]=1. (6) Given the reactants [N+:1]([C:4]1[CH:5]=[C:6]([C:12]2[CH:17]=[CH:16][CH:15]=[CH:14][CH:13]=2)[CH:7]=[CH:8][C:9]=1[CH:10]=[O:11])([O-:3])=[O:2].B1([O-])O[O:19]1.O.O.O.O.[Na+], predict the reaction product. The product is: [N+:1]([C:4]1[CH:5]=[C:6]([C:12]2[CH:13]=[CH:14][CH:15]=[CH:16][CH:17]=2)[CH:7]=[CH:8][C:9]=1[C:10]([OH:19])=[O:11])([O-:3])=[O:2]. (7) Given the reactants [Cl:1][C:2]1[CH:9]=[C:8]([N:10]2[C:14](=N)[C:13]([CH3:17])([CH3:16])[N:12]([C:18]3[CH:23]=[CH:22][C:21]([OH:24])=[CH:20][CH:19]=3)[C:11]2=[S:25])[CH:7]=[CH:6][C:3]=1[C:4]#[N:5].Cl.C[OH:28], predict the reaction product. The product is: [Cl:1][C:2]1[CH:9]=[C:8]([N:10]2[C:14](=[O:28])[C:13]([CH3:16])([CH3:17])[N:12]([C:18]3[CH:19]=[CH:20][C:21]([OH:24])=[CH:22][CH:23]=3)[C:11]2=[S:25])[CH:7]=[CH:6][C:3]=1[C:4]#[N:5]. (8) Given the reactants [Br:1][C:2]1[CH:3]=[C:4]([CH:7]=[O:8])[S:5][CH:6]=1.[OH-:9].[Na+].Cl, predict the reaction product. The product is: [Br:1][C:2]1[CH:3]=[C:4]([C:7]([OH:9])=[O:8])[S:5][CH:6]=1. (9) Given the reactants [N:1]1([S:11]([C:14]2[CH:15]=[C:16]([N:20]3[C:29](=[O:30])[C:28]4[C:27]([C:31]([OH:33])=O)=[CH:26][CH:25]=[CH:24][C:23]=4[NH:22][C:21]3=[O:34])[CH:17]=[CH:18][CH:19]=2)(=[O:13])=[O:12])[C:10]2[C:5](=[CH:6][CH:7]=[CH:8][CH:9]=2)[CH2:4][CH2:3][CH2:2]1.[NH2:35][CH2:36][CH2:37][OH:38].ON1C2C=CC=CC=2N=N1.C(N(CC)C(C)C)(C)C.Cl.C(N=C=NCCCN(C)C)C, predict the reaction product. The product is: [N:1]1([S:11]([C:14]2[CH:15]=[C:16]([N:20]3[C:29](=[O:30])[C:28]4[C:27]([C:31]([NH:35][CH2:36][CH2:37][OH:38])=[O:33])=[CH:26][CH:25]=[CH:24][C:23]=4[NH:22][C:21]3=[O:34])[CH:17]=[CH:18][CH:19]=2)(=[O:13])=[O:12])[C:10]2[C:5](=[CH:6][CH:7]=[CH:8][CH:9]=2)[CH2:4][CH2:3][CH2:2]1.